Dataset: Reaction yield outcomes from USPTO patents with 853,638 reactions. Task: Predict the reaction yield, written as a fraction of the theoretical maximum amount of product (1.0 means a 100% yield; for example, 0.34 means a 34% yield). (1) The reactants are [N:1]1([C:21]([O:23][C:24]([CH3:27])([CH3:26])[CH3:25])=[O:22])[CH2:6][CH2:5][CH2:4][CH2:3][C@@H:2]1[C:7]([O:9]C1C(F)=C(F)C(F)=C(F)C=1F)=O.Cl.[NH2:29][C@@H:30]([C@@H:66]([CH3:69])[CH2:67][CH3:68])[C:31]([N:33]([C@@H:35]([CH:63]([CH3:65])[CH3:64])[CH2:36][C@H:37]([C:39]1[S:40][CH:41]=[C:42]([C:44]([NH:46][C@@H:47]([CH2:56][C:57]2[CH:62]=[CH:61][CH:60]=[CH:59][CH:58]=2)[CH2:48][C@H:49]([CH3:55])[C:50]([O:52][CH2:53][CH3:54])=[O:51])=[O:45])[N:43]=1)[OH:38])[CH3:34])=[O:32].C(N(C(C)C)CC)(C)C. The catalyst is C(OCC)(=O)C.C(Cl)Cl. The product is [CH2:53]([O:52][C:50](=[O:51])[C@@H:49]([CH3:55])[CH2:48][C@@H:47]([NH:46][C:44]([C:42]1[N:43]=[C:39]([C@H:37]([OH:38])[CH2:36][C@@H:35]([N:33]([CH3:34])[C:31](=[O:32])[C@@H:30]([NH:29][C:7]([C@H:2]2[CH2:3][CH2:4][CH2:5][CH2:6][N:1]2[C:21]([O:23][C:24]([CH3:25])([CH3:26])[CH3:27])=[O:22])=[O:9])[C@@H:66]([CH3:69])[CH2:67][CH3:68])[CH:63]([CH3:65])[CH3:64])[S:40][CH:41]=1)=[O:45])[CH2:56][C:57]1[CH:58]=[CH:59][CH:60]=[CH:61][CH:62]=1)[CH3:54]. The yield is 0.860. (2) The reactants are [Br:1][C:2]1[CH:3]=[C:4](I)[C:5]([OH:8])=[N:6][CH:7]=1.[C:10]([C:12]1[CH:17]=[CH:16][C:15]([F:18])=[CH:14][CH:13]=1)#[CH:11].N#N.CCOCC. The catalyst is C(N(CC)CC)C.[Cu]I.Cl[Pd](Cl)([P](C1C=CC=CC=1)(C1C=CC=CC=1)C1C=CC=CC=1)[P](C1C=CC=CC=1)(C1C=CC=CC=1)C1C=CC=CC=1. The product is [Br:1][C:2]1[CH:3]=[C:4]2[CH:11]=[C:10]([C:12]3[CH:17]=[CH:16][C:15]([F:18])=[CH:14][CH:13]=3)[O:8][C:5]2=[N:6][CH:7]=1. The yield is 0.640.